From a dataset of NCI-60 drug combinations with 297,098 pairs across 59 cell lines. Regression. Given two drug SMILES strings and cell line genomic features, predict the synergy score measuring deviation from expected non-interaction effect. (1) Drug 1: CC1CCCC2(C(O2)CC(NC(=O)CC(C(C(=O)C(C1O)C)(C)C)O)C(=CC3=CSC(=N3)C)C)C. Drug 2: CC1C(C(CC(O1)OC2CC(CC3=C2C(=C4C(=C3O)C(=O)C5=CC=CC=C5C4=O)O)(C(=O)C)O)N)O. Cell line: HOP-92. Synergy scores: CSS=45.8, Synergy_ZIP=-3.44, Synergy_Bliss=-2.18, Synergy_Loewe=4.20, Synergy_HSA=4.82. (2) Drug 1: C1CC(C1)(C(=O)O)C(=O)O.[NH2-].[NH2-].[Pt+2]. Drug 2: CCCCCOC(=O)NC1=NC(=O)N(C=C1F)C2C(C(C(O2)C)O)O. Cell line: MDA-MB-231. Synergy scores: CSS=-4.79, Synergy_ZIP=3.34, Synergy_Bliss=4.56, Synergy_Loewe=-1.26, Synergy_HSA=-0.917.